Dataset: Reaction yield outcomes from USPTO patents with 853,638 reactions. Task: Predict the reaction yield, written as a fraction of the theoretical maximum amount of product (1.0 means a 100% yield; for example, 0.34 means a 34% yield). (1) The reactants are [CH3:1][CH:2]([CH2:6][C:7]1[CH:15]=[CH:14][CH:13]=[C:12]2[C:8]=1[CH2:9][CH:10]([CH3:17])[C:11]2=[O:16])[C:3]([OH:5])=[O:4].S(Cl)(Cl)=O.[CH3:22]O. No catalyst specified. The product is [CH3:1][CH:2]([CH2:6][C:7]1[CH:15]=[CH:14][CH:13]=[C:12]2[C:8]=1[CH2:9][CH:10]([CH3:17])[C:11]2=[O:16])[C:3]([O:5][CH3:22])=[O:4]. The yield is 0.780. (2) The reactants are [Al+3].[Cl-].[Cl-].[Cl-].[Br:5][C:6]1[CH:7]=[C:8]2[CH:14]=[CH:13][NH:12][C:9]2=[N:10][CH:11]=1.[Cl:15][CH2:16][C:17](Cl)=[O:18]. The catalyst is ClCCl. The product is [Br:5][C:6]1[CH:7]=[C:8]2[C:14]([C:17](=[O:18])[CH2:16][Cl:15])=[CH:13][NH:12][C:9]2=[N:10][CH:11]=1. The yield is 0.930. (3) The reactants are [N:1]1([CH2:10][C:11]2[N:15]([CH2:16][CH2:17][C:18]([NH:20]O)=[NH:19])[C:14]3[CH:22]=[CH:23][CH:24]=[CH:25][C:13]=3[N:12]=2)[C:5]2[CH:6]=[CH:7][CH:8]=[CH:9][C:4]=2[N:3]=[N:2]1.[C:26]([O:29]C(=O)C)(=[O:28])[CH3:27].C(OCC)C. The catalyst is C(O)(=O)C.[Pd]. The product is [C:26]([OH:29])(=[O:28])[CH3:27].[C:26]([OH:29])(=[O:28])[CH3:27].[N:1]1([CH2:10][C:11]2[N:15]([CH2:16][CH2:17][C:18]([NH2:20])=[NH:19])[C:14]3[CH:22]=[CH:23][CH:24]=[CH:25][C:13]=3[N:12]=2)[C:5]2[CH:6]=[CH:7][CH:8]=[CH:9][C:4]=2[N:3]=[N:2]1. The yield is 0.640. (4) The reactants are [F:1][C:2]1[C:3]([C:8]2[CH:13]=[CH:12][CH:11]=[CH:10][C:9]=2[NH:14][C:15](=[O:20])[C:16]([CH3:19])([CH3:18])[CH3:17])=[N:4][CH:5]=[CH:6][CH:7]=1.[Br:21]Br. The catalyst is C(O)(=O)C.[O-]S([O-])(=S)=O.[Na+].[Na+]. The product is [Br:21][C:12]1[CH:11]=[CH:10][C:9]([NH:14][C:15](=[O:20])[C:16]([CH3:17])([CH3:19])[CH3:18])=[C:8]([C:3]2[C:2]([F:1])=[CH:7][CH:6]=[CH:5][N:4]=2)[CH:13]=1. The yield is 0.720.